This data is from Reaction yield outcomes from USPTO patents with 853,638 reactions. The task is: Predict the reaction yield, written as a fraction of the theoretical maximum amount of product (1.0 means a 100% yield; for example, 0.34 means a 34% yield). The reactants are [Cl:1][C:2]1[CH:7]=[CH:6][C:5]([NH:8][C:9]2[N:14]=[C:13](Cl)[N:12]=[C:11]([Cl:16])[N:10]=2)=[CH:4][CH:3]=1.[CH3:17][O:18][C:19]1[CH:24]=[CH:23][C:22]([NH2:25])=[CH:21][CH:20]=1. The yield is 0.620. The product is [Cl:16][C:11]1[N:10]=[C:9]([NH:8][C:5]2[CH:4]=[CH:3][C:2]([Cl:1])=[CH:7][CH:6]=2)[N:14]=[C:13]([NH:25][C:22]2[CH:23]=[CH:24][C:19]([O:18][CH3:17])=[CH:20][CH:21]=2)[N:12]=1. No catalyst specified.